Dataset: Catalyst prediction with 721,799 reactions and 888 catalyst types from USPTO. Task: Predict which catalyst facilitates the given reaction. (1) Reactant: C12(NC3N=C(S(C)=O)C(C(N)=O)=CN=3)CC(C1)C2.Cl.N[C@H]1C[C@@H](O)C(C)(C)CC1.Cl.N[C@@H]1C[C@H](O)C(C)(C)CC1.CCN(C(C)C)C(C)C.[C:50]12([NH:55][C:56]3[N:61]=[C:60]([NH:62][C@@H:63]4[CH2:68][CH2:67][C:66]([CH3:70])([CH3:69])[C@H:65]([OH:71])[CH2:64]4)[C:59]([C:72]([NH2:74])=[O:73])=[CH:58][N:57]=3)[CH2:54][CH:52]([CH2:53]1)[CH2:51]2. Product: [C:50]12([NH:55][C:56]3[N:61]=[C:60]([NH:62][C@H:63]4[CH2:68][CH2:67][C:66]([CH3:69])([CH3:70])[C@@H:65]([OH:71])[CH2:64]4)[C:59]([C:72]([NH2:74])=[O:73])=[CH:58][N:57]=3)[CH2:54][CH:52]([CH2:51]1)[CH2:53]2. The catalyst class is: 3. (2) Reactant: Cl[C:2]1[N:10]=[CH:9][N:8]=[C:7]2[C:3]=1[NH:4][CH:5]=[N:6]2.S(Cl)(Cl)=[O:12].[CH3:15][NH2:16].[CH2:17]1C[O:20][CH2:19][CH2:18]1.CCN(C(C)C)[CH:25]([CH3:27])[CH3:26].[I:31][C:32]1[CH:33]=[C:34]([CH:37]=[CH:38][CH:39]=1)[CH2:35][NH2:36].Cl.ClC1N=[C:49]([C:51](N)=[O:52])N=C2C=1NC=N2.[OH2:54]. Product: [CH3:15][NH:16][C:17]([C@H:18]1[O:12][C@@H:49]([N:6]2[C:7]3[N:8]=[CH:9][N:10]=[C:2]([NH:36][CH2:35][C:34]4[CH:37]=[CH:38][CH:39]=[C:32]([I:31])[CH:33]=4)[C:3]=3[N:4]=[CH:5]2)[C@H:51]([OH:52])[C@@H:19]1[OH:20])=[O:54].[CH2-:26][C:25]([CH3:27])=[O:20]. The catalyst class is: 881. (3) Reactant: F[C:2]1[N:10]=[C:9]2[C:5]([N:6]=[CH:7][N:8]2[CH:11]2[CH2:16][CH2:15][CH2:14][CH2:13][O:12]2)=[C:4]([NH:17][C:18]2[CH:23]=[CH:22][C:21]([S:24]([CH3:27])(=[O:26])=[O:25])=[CH:20][CH:19]=2)[N:3]=1.[NH:28]1[CH2:33][CH2:32][CH:31]([N:34]2[CH2:39][CH2:38][O:37][CH2:36][CH2:35]2)[CH2:30][CH2:29]1.C(N(C(C)C)CC)(C)C. Product: [CH3:27][S:24]([C:21]1[CH:22]=[CH:23][C:18]([NH:17][C:4]2[N:3]=[C:2]([N:28]3[CH2:33][CH2:32][CH:31]([N:34]4[CH2:39][CH2:38][O:37][CH2:36][CH2:35]4)[CH2:30][CH2:29]3)[N:10]=[C:9]3[C:5]=2[N:6]=[CH:7][N:8]3[CH:11]2[CH2:16][CH2:15][CH2:14][CH2:13][O:12]2)=[CH:19][CH:20]=1)(=[O:26])=[O:25]. The catalyst class is: 51.